From a dataset of Reaction yield outcomes from USPTO patents with 853,638 reactions. Predict the reaction yield, written as a fraction of the theoretical maximum amount of product (1.0 means a 100% yield; for example, 0.34 means a 34% yield). (1) The reactants are [Cl:1][C:2]1[CH:3]=[C:4]([CH2:9][C:10]([OH:12])=O)[CH:5]=[CH:6][C:7]=1[Cl:8].[OH:13][CH2:14][C@@H:15]1[CH2:20][NH:19][C@@H:18]([CH2:21][N:22]2[CH2:26][CH2:25][CH2:24][CH2:23]2)[CH2:17][N:16]1[C:27]([O:29][CH3:30])=[O:28].[OH-].[Li+]. The catalyst is ClCCl.O1CCCC1.O. The product is [Cl:1][C:2]1[CH:3]=[C:4]([CH2:9][C:10]([N:19]2[C@@H:18]([CH2:21][N:22]3[CH2:26][CH2:25][CH2:24][CH2:23]3)[CH2:17][N:16]([C:27]([O:29][CH3:30])=[O:28])[C@H:15]([CH2:14][OH:13])[CH2:20]2)=[O:12])[CH:5]=[CH:6][C:7]=1[Cl:8]. The yield is 0.700. (2) The reactants are C(=O)([O-])[O-].[K+].[K+].[CH2:7]([N:9]=[C:10]=[O:11])[CH3:8].[Cl:12][C:13]1[C:14]([O:23][C:24]2[CH:28]=[C:27]([C:29]([F:32])([F:31])[F:30])[NH:26][N:25]=2)=[N:15][CH:16]=[C:17]([C:19]([F:22])([F:21])[F:20])[CH:18]=1.Cl. The catalyst is C(OCC)(=O)C. The product is [CH2:7]([NH:9][C:10]([N:26]1[C:27]([C:29]([F:32])([F:31])[F:30])=[CH:28][C:24]([O:23][C:14]2[C:13]([Cl:12])=[CH:18][C:17]([C:19]([F:22])([F:21])[F:20])=[CH:16][N:15]=2)=[N:25]1)=[O:11])[CH3:8]. The yield is 0.516. (3) The reactants are [BH4-].[Na+].[CH3:3][C:4]([O:7][C:8]([NH:10][C@H:11]([C:23]([NH:25][CH3:26])=S)[CH2:12][C:13](OCC1C=CC=CC=1)=[O:14])=[O:9])([CH3:6])[CH3:5]. The catalyst is C1COCC1.CCO. The product is [CH3:26][N:25]1[C:13](=[O:14])[CH2:12][C@H:11]([NH:10][C:8](=[O:9])[O:7][C:4]([CH3:6])([CH3:5])[CH3:3])[CH2:23]1. The yield is 0.480. (4) The reactants are [C:1]1([C:7]2[CH:16]=[CH:15][CH:14]=[C:13]3[C:8]=2[C:9]([NH:27][CH2:28][C:29]2[CH:34]=[CH:33][CH:32]=[CH:31][N:30]=2)=[N:10][C:11]([C:17]2[CH:18]=[C:19]([CH:23]([CH3:26])[C:24]#N)[CH:20]=[N:21][CH:22]=2)=[N:12]3)[CH:6]=[CH:5][CH:4]=[CH:3][CH:2]=1.[OH-:35].[Na+].[OH2:37].Cl. The catalyst is C(O)C.O. The product is [C:1]1([C:7]2[CH:16]=[CH:15][CH:14]=[C:13]3[C:8]=2[C:9]([NH:27][CH2:28][C:29]2[CH:34]=[CH:33][CH:32]=[CH:31][N:30]=2)=[N:10][C:11]([C:17]2[CH:18]=[C:19]([CH:23]([CH3:26])[C:24]([OH:37])=[O:35])[CH:20]=[N:21][CH:22]=2)=[N:12]3)[CH:6]=[CH:5][CH:4]=[CH:3][CH:2]=1. The yield is 0.390. (5) The reactants are [NH2:1][C:2]1[N:7]=[CH:6][C:5]([N:8]2[CH2:13][CH2:12][N:11]([C:14]([O:16][C:17]([CH3:20])([CH3:19])[CH3:18])=[O:15])[CH2:10][C@@H:9]2[CH3:21])=[CH:4][CH:3]=1.Br[C:23]1[C:24](=[O:31])[N:25]([CH3:30])[N:26]=[C:27]([Cl:29])[CH:28]=1.C([O-])([O-])=O.[Cs+].[Cs+]. The catalyst is C1C=CC(/C=C/C(/C=C/C2C=CC=CC=2)=O)=CC=1.C1C=CC(/C=C/C(/C=C/C2C=CC=CC=2)=O)=CC=1.C1C=CC(/C=C/C(/C=C/C2C=CC=CC=2)=O)=CC=1.[Pd].[Pd].CC1(C)C2C(=C(P(C3C=CC=CC=3)C3C=CC=CC=3)C=CC=2)OC2C(P(C3C=CC=CC=3)C3C=CC=CC=3)=CC=CC1=2.O1CCOCC1. The product is [Cl:29][C:27]1[CH:28]=[C:23]([NH:1][C:2]2[N:7]=[CH:6][C:5]([N:8]3[CH2:13][CH2:12][N:11]([C:14]([O:16][C:17]([CH3:20])([CH3:19])[CH3:18])=[O:15])[CH2:10][C@@H:9]3[CH3:21])=[CH:4][CH:3]=2)[C:24](=[O:31])[N:25]([CH3:30])[N:26]=1. The yield is 0.860. (6) The product is [CH2:13]([C:17]1[N:18]([CH2:32][C:33]2[CH:34]=[CH:35][C:36]([C:39]3[CH:44]=[CH:43][CH:42]=[CH:41][C:40]=3[C:45]3[NH:3][C:4](=[O:7])[O:5][N:46]=3)=[CH:37][CH:38]=2)[C:19](=[O:31])[C:20]([CH2:24][CH:25]([OH:30])[C:26]([CH3:28])([CH3:29])[CH3:27])=[C:21]([CH3:23])[N:22]=1)[CH2:14][CH2:15][CH3:16]. The yield is 0.370. The catalyst is O.C(OCC)(=O)C. The reactants are [Cl-].O[NH3+:3].[C:4](=[O:7])([O-])[OH:5].[Na+].CS(C)=O.[CH2:13]([C:17]1[N:18]([CH2:32][C:33]2[CH:38]=[CH:37][C:36]([C:39]3[C:40]([C:45]#[N:46])=[CH:41][CH:42]=[CH:43][CH:44]=3)=[CH:35][CH:34]=2)[C:19](=[O:31])[C:20]([CH2:24][CH:25]([OH:30])[C:26]([CH3:29])([CH3:28])[CH3:27])=[C:21]([CH3:23])[N:22]=1)[CH2:14][CH2:15][CH3:16]. (7) The reactants are [CH3:1][O:2][C:3]1[CH:8]=[CH:7][C:6]([N+:9]([O-:11])=[O:10])=[CH:5][C:4]=1[OH:12].Cl.Cl[CH2:15][CH2:16][N:17]([CH3:19])[CH3:18].[H-].[Na+].N#N. The catalyst is CN(C)C=O. The product is [CH3:1][O:2][C:3]1[CH:8]=[CH:7][C:6]([N+:9]([O-:11])=[O:10])=[CH:5][C:4]=1[O:12][CH2:15][CH2:16][N:17]([CH3:19])[CH3:18]. The yield is 0.650.